From a dataset of Forward reaction prediction with 1.9M reactions from USPTO patents (1976-2016). Predict the product of the given reaction. Given the reactants Cl[C:2]1[CH:7]=[C:6]([NH:8][C:9]2[CH:18]=[CH:17][CH:16]=[CH:15][C:10]=2[C:11]([NH:13][CH3:14])=[O:12])[C:5]([C:19]([F:22])([F:21])[F:20])=[CH:4][N:3]=1.[CH3:23][O:24][C:25]1[CH:31]=[C:30]([N:32]2[CH2:37][CH2:36][N:35]([CH3:38])[CH2:34][CH2:33]2)[CH:29]=[CH:28][C:26]=1[NH2:27].C1C=CC(P(C2C(C3C(P(C4C=CC=CC=4)C4C=CC=CC=4)=CC=C4C=3C=CC=C4)=C3C(C=CC=C3)=CC=2)C2C=CC=CC=2)=CC=1.[C:85](=[O:88])([O-])[O-:86].[Cs+].[Cs+], predict the reaction product. The product is: [C:85]([OH:86])([C:19]([F:22])([F:21])[F:20])=[O:88].[CH3:23][O:24][C:25]1[CH:31]=[C:30]([N:32]2[CH2:33][CH2:34][N:35]([CH3:38])[CH2:36][CH2:37]2)[CH:29]=[CH:28][C:26]=1[NH:27][C:2]1[CH:7]=[C:6]([NH:8][C:9]2[CH:18]=[CH:17][CH:16]=[CH:15][C:10]=2[C:11]([NH:13][CH3:14])=[O:12])[C:5]([C:19]([F:22])([F:21])[F:20])=[CH:4][N:3]=1.